This data is from Peptide-MHC class I binding affinity with 185,985 pairs from IEDB/IMGT. The task is: Regression. Given a peptide amino acid sequence and an MHC pseudo amino acid sequence, predict their binding affinity value. This is MHC class I binding data. (1) The peptide sequence is VLKLRFWLI. The MHC is HLA-B46:01 with pseudo-sequence HLA-B46:01. The binding affinity (normalized) is 0.0847. (2) The peptide sequence is MLKLFTHDI. The MHC is HLA-A02:02 with pseudo-sequence HLA-A02:02. The binding affinity (normalized) is 0.588. (3) The peptide sequence is KILSVFFLA. The MHC is HLA-A02:02 with pseudo-sequence HLA-A02:02. The binding affinity (normalized) is 0.524. (4) The peptide sequence is TTSLFLHLV. The MHC is HLA-A31:01 with pseudo-sequence HLA-A31:01. The binding affinity (normalized) is 0.0531.